This data is from Full USPTO retrosynthesis dataset with 1.9M reactions from patents (1976-2016). The task is: Predict the reactants needed to synthesize the given product. (1) Given the product [O-2:1].[In+3:2].[O-2:1].[O-2:1].[In+3:2].[Sn:6]=[O:1].[O-2:1].[Zn+2:9], predict the reactants needed to synthesize it. The reactants are: [O-2:1].[In+3:2].[O-2].[O-2].[In+3].[Sn:6]=O.[O-2].[Zn+2:9]. (2) The reactants are: [I:1][C:2]1[C:10]2[CH2:9][O:8][C:7](=[O:11])[C:6]=2[CH:5]=[CH:4][C:3]=1[CH2:12][CH2:13][N:14]1[CH2:19][CH2:18][N:17]([C:20]([O:22][C:23]([CH3:26])([CH3:25])[CH3:24])=[O:21])[CH2:16][CH2:15]1.OCCC1C(I)=CC2C(=O)OCC=2C=1. Given the product [I:1][C:2]1[C:3]([CH2:12][CH2:13][N:14]2[CH2:19][CH2:18][N:17]([C:20]([O:22][C:23]([CH3:25])([CH3:24])[CH3:26])=[O:21])[CH2:16][CH2:15]2)=[CH:4][C:5]2[CH2:9][O:8][C:7](=[O:11])[C:6]=2[CH:10]=1, predict the reactants needed to synthesize it.